Dataset: Forward reaction prediction with 1.9M reactions from USPTO patents (1976-2016). Task: Predict the product of the given reaction. (1) The product is: [C:11]([O:16][CH2:17][CH2:18][S:1][C:2]1[S:3][C:4]2[CH:10]=[CH:9][CH:8]=[CH:7][C:5]=2[N:6]=1)(=[O:15])[C:12]([CH3:14])=[CH2:13]. Given the reactants [SH:1][C:2]1[S:3][C:4]2[CH:10]=[CH:9][CH:8]=[CH:7][C:5]=2[N:6]=1.[C:11]([O:16][CH2:17][CH2:18]Cl)(=[O:15])[C:12]([CH3:14])=[CH2:13].C([O-])(O)=O.[Na+].[OH-].[Na+], predict the reaction product. (2) Given the reactants C[O:2]C1C(OC)=CC2N(C)C(=O)CN=C(C3C=C(C=CC=3)C#N)C=2C=1.[Br:26][C:27]1[C:37]2[N:36]([CH3:38])[C:35](=[O:39])[CH2:34][N:33]=[C:32]([C:40]3[CH:41]=[C:42]([CH:45]=[CH:46][CH:47]=3)[C:43]#[N:44])[C:31]=2[CH:30]=[C:29]([O:48][CH3:49])[C:28]=1[O:50][CH3:51], predict the reaction product. The product is: [Br:26][C:27]1[C:37]2[N:36]([CH3:38])[C:35](=[O:39])[CH2:34][N:33]=[C:32]([C:40]3[CH:41]=[C:42]([CH:45]=[CH:46][CH:47]=3)[C:43]([NH2:44])=[O:2])[C:31]=2[CH:30]=[C:29]([O:48][CH3:49])[C:28]=1[O:50][CH3:51]. (3) Given the reactants [CH3:1][CH2:2][O:3][C:4]([C:6]1[NH:7][C:8]2[C:13]([C:14]=1[CH2:15][CH2:16][CH2:17][NH:18][C:19]([O:21][CH2:22][C:23]1[CH:28]=[CH:27][CH:26]=[CH:25][CH:24]=1)=[O:20])=[CH:12][C:11]([C:29]([OH:31])=O)=[CH:10][CH:9]=2)=[O:5].Cl.CN(C)CCCN=C=NCC.O.O[N:46]1[C:50]2[CH:51]=[CH:52][CH:53]=[CH:54][C:49]=2N=N1.NC1C=CC=CC=1, predict the reaction product. The product is: [CH2:2]([O:3][C:4]([C:6]1[NH:7][C:8]2[C:13]([C:14]=1[CH2:15][CH2:16][CH2:17][NH:18][C:19]([O:21][CH2:22][C:23]1[CH:28]=[CH:27][CH:26]=[CH:25][CH:24]=1)=[O:20])=[CH:12][C:11]([C:29](=[O:31])[NH:46][C:50]1[CH:51]=[CH:52][CH:53]=[CH:54][CH:49]=1)=[CH:10][CH:9]=2)=[O:5])[CH3:1]. (4) Given the reactants [CH:1]1([CH:9]([OH:11])[CH3:10])[CH2:8][CH2:7][CH2:6][CH2:5][CH2:4][CH:3]=[CH:2]1.[Cr](Cl)([O-])(=O)=O.[NH+]1C=CC=CC=1, predict the reaction product. The product is: [CH:1]1([C:9](=[O:11])[CH3:10])[CH2:8][CH2:7][CH2:6][CH2:5][CH2:4][CH:3]=[CH:2]1. (5) Given the reactants Cl.Cl.C1(S([N:12]2[C:16]3[N:17]=[CH:18][N:19]=[C:20]([N:21]4[CH2:26][CH2:25][NH:24][CH2:23][CH2:22]4)[C:15]=3[C:14]([CH3:27])=[CH:13]2)(=O)=O)C=CC=CC=1.[C:28]([CH2:35][C:36]([NH2:47])([C:40]1[CH:45]=[CH:44][C:43]([Cl:46])=[CH:42][CH:41]=1)[C:37](O)=[O:38])([O:30][C:31]([CH3:34])([CH3:33])[CH3:32])=[O:29].CN(C(ON1N=NC2C=CC=CC1=2)=[N+](C)C)C.F[P-](F)(F)(F)(F)F.[Li+].[OH-].C([O-])(O)=O.[Na+], predict the reaction product. The product is: [C:28]([CH2:35][C:36]([NH2:47])([C:40]1[CH:45]=[CH:44][C:43]([Cl:46])=[CH:42][CH:41]=1)[C:37]([N:24]1[CH2:23][CH2:22][N:21]([C:20]2[C:15]3[C:14]([CH3:27])=[CH:13][NH:12][C:16]=3[N:17]=[CH:18][N:19]=2)[CH2:26][CH2:25]1)=[O:38])([O:30][C:31]([CH3:33])([CH3:34])[CH3:32])=[O:29]. (6) Given the reactants [N+](CCCC)(CCCC)(CCCC)CCCC.[F-].[N:19]1([C:25]2[C:33]3[C:28](=[CH:29][CH:30]=[CH:31][CH:32]=3)[N:27]([Si](C(C)C)(C(C)C)C(C)C)[CH:26]=2)[CH2:24][CH2:23][CH2:22][CH2:21][CH2:20]1, predict the reaction product. The product is: [N:19]1([C:25]2[C:33]3[C:28](=[CH:29][CH:30]=[CH:31][CH:32]=3)[NH:27][CH:26]=2)[CH2:20][CH2:21][CH2:22][CH2:23][CH2:24]1. (7) Given the reactants Cl.[NH2:2][C:3]1[CH:7]=[CH:6][S:5][C:4]=1/[C:8](=[CH:10]/[CH:11]([CH3:13])[CH3:12])/[CH3:9].NC1C=CSC=1/C(=C\C(C)C)/C, predict the reaction product. The product is: [NH2:2][C:3]1[CH:7]=[CH:6][S:5][C:4]=1[C:8]([CH2:10][CH:11]([CH3:13])[CH3:12])=[CH2:9].